Dataset: Reaction yield outcomes from USPTO patents with 853,638 reactions. Task: Predict the reaction yield, written as a fraction of the theoretical maximum amount of product (1.0 means a 100% yield; for example, 0.34 means a 34% yield). (1) The reactants are C(O)(=O)C.[CH:5]([NH2:7])=[NH:6].C[O-].[Na+].CO.[CH3:13][C:14]([CH3:23])([CH3:22])[CH2:15][C:16](=O)[C:17](OC)=[O:18]. The catalyst is O.C(O)(=O)C. The product is [C:14]([C:15]1[CH:16]=[C:17]([OH:18])[N:7]=[CH:5][N:6]=1)([CH3:23])([CH3:22])[CH3:13]. The yield is 0.490. (2) The reactants are [C:1]([O:5][C:6]([N:8]1[CH2:13][CH2:12][NH:11][C:10]([CH2:20][C:21]2[CH:26]=[CH:25][CH:24]=[CH:23][CH:22]=2)([CH:14]=[CH:15][C:16]([O:18][CH3:19])=[O:17])[CH2:9]1)=[O:7])([CH3:4])([CH3:3])[CH3:2]. The catalyst is [Pd]. The product is [C:1]([O:5][C:6]([N:8]1[CH2:13][CH2:12][NH:11][C:10]([CH2:20][C:21]2[CH:22]=[CH:23][CH:24]=[CH:25][CH:26]=2)([CH2:14][CH2:15][C:16]([O:18][CH3:19])=[O:17])[CH2:9]1)=[O:7])([CH3:4])([CH3:2])[CH3:3]. The yield is 0.900.